Dataset: Forward reaction prediction with 1.9M reactions from USPTO patents (1976-2016). Task: Predict the product of the given reaction. (1) Given the reactants N1C=CN=C1.II.C1C=CC(P(C2C=CC=CC=2)C2C=CC=CC=2)=CC=1.[CH3:27][C:28]1[C:32]([C:33]2[C:34]([O:57][CH3:58])=[CH:35][C:36]3[C:37]4[N:47]([C@@H:48]([C:50]5[CH:55]=[CH:54][CH:53]=[CH:52][CH:51]=5)[CH3:49])[C:46](=[O:56])[O:45][C:38]=4[C:39]([CH2:43]O)=[N:40][C:41]=3[CH:42]=2)=[C:31]([CH3:59])[O:30][N:29]=1, predict the reaction product. The product is: [CH3:27][C:28]1[C:32]([C:33]2[C:34]([O:57][CH3:58])=[CH:35][C:36]3[C:37]4[N:47]([C@@H:48]([C:50]5[CH:55]=[CH:54][CH:53]=[CH:52][CH:51]=5)[CH3:49])[C:46](=[O:56])[O:45][C:38]=4[C:39]([CH3:43])=[N:40][C:41]=3[CH:42]=2)=[C:31]([CH3:59])[O:30][N:29]=1. (2) Given the reactants Br[CH2:2][CH2:3][CH2:4][C:5]([CH3:12])([CH3:11])[C:6]([O:8][CH2:9][CH3:10])=[O:7].NC(N)=[S:15].[OH-].[K+], predict the reaction product. The product is: [SH:15][CH2:2][CH2:3][CH2:4][C:5]([CH3:12])([CH3:11])[C:6]([O:8][CH2:9][CH3:10])=[O:7]. (3) The product is: [Cl:1][C:2]1[N:7]=[C:6]([N:12]2[CH2:17][CH2:16][CH2:15][CH2:14][CH:13]2[CH2:18][CH2:19][OH:20])[CH:5]=[C:4]([CH2:9][CH2:10][CH3:11])[N:3]=1. Given the reactants [Cl:1][C:2]1[N:7]=[C:6](Cl)[CH:5]=[C:4]([CH2:9][CH2:10][CH3:11])[N:3]=1.[NH:12]1[CH2:17][CH2:16][CH2:15][CH2:14][CH:13]1[CH2:18][CH2:19][OH:20], predict the reaction product. (4) Given the reactants C([O-])([O-])=O.[K+].[K+].[O:7]1[C:9]2([CH2:14][CH2:13][O:12][CH2:11][CH2:10]2)[CH2:8]1.[F:15][C:16]1[CH:24]=[C:23]2[C:19]([C:20]([C:34]3[CH:35]=[N:36][NH:37][CH:38]=3)=[CH:21][N:22]2[S:25]([C:28]2[CH:33]=[CH:32][CH:31]=[CH:30][CH:29]=2)(=[O:27])=[O:26])=[CH:18][CH:17]=1, predict the reaction product. The product is: [F:15][C:16]1[CH:24]=[C:23]2[C:19]([C:20]([C:34]3[CH:38]=[N:37][N:36]([CH2:8][C:9]4([OH:7])[CH2:14][CH2:13][O:12][CH2:11][CH2:10]4)[CH:35]=3)=[CH:21][N:22]2[S:25]([C:28]2[CH:29]=[CH:30][CH:31]=[CH:32][CH:33]=2)(=[O:26])=[O:27])=[CH:18][CH:17]=1. (5) Given the reactants [Br:1][C:2]1[C:3]([C:24]([CH3:32])([CH3:31])[O:25][SiH2:26][C:27]([CH3:30])([CH3:29])[CH3:28])=[C:4]([N:8]2[CH:17](O)[CH2:16][C:15]3[C:10](=[CH:11][C:12]([C:19]4([CH3:22])[CH2:21][CH2:20]4)=[CH:13][CH:14]=3)[C:9]2=[O:23])[CH:5]=[CH:6][CH:7]=1.C(N(CC)CC)C.CS(Cl)(=O)=O, predict the reaction product. The product is: [Br:1][C:2]1[C:3]([C:24]([CH3:32])([CH3:31])[O:25][SiH2:26][C:27]([CH3:30])([CH3:29])[CH3:28])=[C:4]([N:8]2[CH:17]=[CH:16][C:15]3[C:10](=[CH:11][C:12]([C:19]4([CH3:22])[CH2:20][CH2:21]4)=[CH:13][CH:14]=3)[C:9]2=[O:23])[CH:5]=[CH:6][CH:7]=1. (6) Given the reactants [Br:1][C:2]1[CH:3]=[CH:4][C:5]2[C:9]([Cl:10])=[C:8]([C:11]([N:13]3[CH2:16][CH:15]([N:17]4[CH2:22][CH2:21][N:20](C(=O)C(F)(F)F)[CH2:19][CH2:18]4)[CH2:14]3)=[O:12])[S:7][C:6]=2[CH:29]=1, predict the reaction product. The product is: [Br:1][C:2]1[CH:3]=[CH:4][C:5]2[C:9]([Cl:10])=[C:8]([C:11]([N:13]3[CH2:16][CH:15]([N:17]4[CH2:22][CH2:21][NH:20][CH2:19][CH2:18]4)[CH2:14]3)=[O:12])[S:7][C:6]=2[CH:29]=1. (7) Given the reactants [OH-].[Na+].C[O:4][C:5](=[O:21])[C:6]1[CH:11]=[C:10]([S:12]([CH3:15])(=[O:14])=[O:13])[N:9]=[C:8]([NH:16][CH:17]2[CH2:20][CH2:19][CH2:18]2)[CH:7]=1.Cl, predict the reaction product. The product is: [CH:17]1([NH:16][C:8]2[CH:7]=[C:6]([CH:11]=[C:10]([S:12]([CH3:15])(=[O:14])=[O:13])[N:9]=2)[C:5]([OH:21])=[O:4])[CH2:18][CH2:19][CH2:20]1. (8) Given the reactants [CH2:1]([O:3][C:4](=[O:38])[C:5]1[CH:10]=[CH:9][C:8]([N:11]2[CH:15]=[C:14]([C:16]3[CH:21]=[CH:20][C:19]([Cl:22])=[CH:18][C:17]=3[Cl:23])[N:13]=[C:12]2[CH2:24][C:25]2[CH:30]=[CH:29][C:28]([C:31]3[CH:36]=[CH:35][C:34]([OH:37])=[CH:33][CH:32]=3)=[CH:27][CH:26]=2)=[CH:7][CH:6]=1)[CH3:2].[C:39]([C:43]1[CH:48]=[CH:47][C:46](B(O)O)=[CH:45][CH:44]=1)([CH3:42])([CH3:41])[CH3:40], predict the reaction product. The product is: [CH2:1]([O:3][C:4](=[O:38])[C:5]1[CH:6]=[CH:7][C:8]([N:11]2[CH:15]=[C:14]([C:16]3[CH:21]=[CH:20][C:19]([Cl:22])=[CH:18][C:17]=3[Cl:23])[N:13]=[C:12]2[CH2:24][C:25]2[CH:30]=[CH:29][C:28]([C:31]3[CH:32]=[CH:33][C:34]([O:37][C:46]4[CH:47]=[CH:48][C:43]([C:39]([CH3:42])([CH3:41])[CH3:40])=[CH:44][CH:45]=4)=[CH:35][CH:36]=3)=[CH:27][CH:26]=2)=[CH:9][CH:10]=1)[CH3:2]. (9) Given the reactants [Br:1][C:2]1[CH:3]=[C:4]2[C:9](=[CH:10][CH:11]=1)[CH:8]=[N+:7]([O-])[CH:6]=[CH:5]2.O=P(Cl)(Cl)[Cl:15], predict the reaction product. The product is: [Br:1][C:2]1[CH:3]=[C:4]2[C:9](=[CH:10][CH:11]=1)[C:8]([Cl:15])=[N:7][CH:6]=[CH:5]2.